This data is from Reaction yield outcomes from USPTO patents with 853,638 reactions. The task is: Predict the reaction yield, written as a fraction of the theoretical maximum amount of product (1.0 means a 100% yield; for example, 0.34 means a 34% yield). (1) The reactants are O=[C:2]([C:6]1([C:9]([F:12])([F:11])[F:10])[CH2:8][CH2:7]1)[CH2:3][C:4]#[N:5].[OH-].[Na+].Cl.[C:16]1([NH:22][NH2:23])[CH:21]=[CH:20][CH:19]=[CH:18][CH:17]=1. The catalyst is CCO.O. The product is [C:16]1([N:22]2[C:4]([NH2:5])=[CH:3][C:2]([C:6]3([C:9]([F:10])([F:11])[F:12])[CH2:8][CH2:7]3)=[N:23]2)[CH:21]=[CH:20][CH:19]=[CH:18][CH:17]=1. The yield is 0.430. (2) The reactants are [C:1]([O:5][C:6]([NH:8][C@@H:9]([CH2:13][C:14]1[CH:19]=[CH:18][C:17]([N+:20]([O-:22])=[O:21])=[CH:16][CH:15]=1)[C:10]([OH:12])=O)=[O:7])([CH3:4])([CH3:3])[CH3:2].C(N(CC)CC)C.ClC(OCC(C)C)=O.[N+:38](=[CH2:40])=[N-:39]. The catalyst is C1COCC1.CCOCC. The product is [C:1]([O:5][C:6](=[O:7])[NH:8][C@@H:9]([CH2:13][C:14]1[CH:19]=[CH:18][C:17]([N+:20]([O-:22])=[O:21])=[CH:16][CH:15]=1)[C:10](=[O:12])[CH:40]=[N+:38]=[N-:39])([CH3:2])([CH3:3])[CH3:4]. The yield is 0.820. (3) The reactants are Cl.[CH3:2][O:3][C:4](=[O:13])[C:5]1[CH:10]=[CH:9][C:8]([CH2:11][NH2:12])=[CH:7][CH:6]=1.CCN(C(C)C)C(C)C.Cl.[N:24]1([C:29](N)=[NH:30])C=CC=N1. The catalyst is CN(C=O)C. The product is [CH3:2][O:3][C:4](=[O:13])[C:5]1[CH:10]=[CH:9][C:8]([CH2:11][NH:12][C:29]([NH2:30])=[NH:24])=[CH:7][CH:6]=1. The yield is 0.770. (4) The reactants are [NH2:1][C:2]1[CH:7]=[CH:6][C:5]([N:8]2[C:12]([CH3:14])([CH3:13])[C:11](=[O:15])[N:10]([C:16]3[CH:23]=[CH:22][C:19]([C:20]#[N:21])=[C:18]([C:24]([F:27])([F:26])[F:25])[CH:17]=3)[C:9]2=[S:28])=[CH:4][CH:3]=1.[C:29](Cl)(=[O:31])[CH3:30].C(N(CC)CC)C. The catalyst is ClCCl. The product is [C:20]([C:19]1[CH:22]=[CH:23][C:16]([N:10]2[C:11](=[O:15])[C:12]([CH3:14])([CH3:13])[N:8]([C:5]3[CH:4]=[CH:3][C:2]([NH:1][C:29](=[O:31])[CH3:30])=[CH:7][CH:6]=3)[C:9]2=[S:28])=[CH:17][C:18]=1[C:24]([F:26])([F:27])[F:25])#[N:21]. The yield is 0.800. (5) The reactants are C(OC(=O)NCC1C=CC2N(CCC(C)C)C(CN3C4C(=CC=CC=4)C(=O)N(C4CC4)C3=O)=NC=2C=1)(C)(C)C.[CH:40]([C:42]1[C:50]2[C:45](=[CH:46][CH:47]=[CH:48][CH:49]=2)[NH:44][N:43]=1)=[CH2:41].[C:51]([O:55][C:56]([NH:58][CH2:59][C:60]1[CH:81]=[CH:80][C:63]2[N:64]([CH2:69][CH2:70][CH2:71][CH2:72][O:73][C:74](=[O:79])[C:75]([CH3:78])([CH3:77])[CH3:76])[C:65]([CH2:67]Cl)=[N:66][C:62]=2[CH:61]=1)=[O:57])([CH3:54])([CH3:53])[CH3:52].Cl. No catalyst specified. The product is [C:51]([O:55][C:56]([NH:58][CH2:59][C:60]1[CH:81]=[CH:80][C:63]2[N:64]([CH2:69][CH2:70][CH2:71][CH2:72][O:73][C:74](=[O:79])[C:75]([CH3:78])([CH3:77])[CH3:76])[C:65]([CH2:67][N:44]3[C:45]4[C:50](=[CH:49][CH:48]=[CH:47][CH:46]=4)[C:42]([CH:40]=[CH2:41])=[N:43]3)=[N:66][C:62]=2[CH:61]=1)=[O:57])([CH3:54])([CH3:52])[CH3:53]. The yield is 0.710. (6) The reactants are Cl.Cl.[NH2:3][CH2:4][C@@:5]1([OH:13])[CH:10]2[CH2:11][CH2:12][N:7]([CH2:8][CH2:9]2)[CH2:6]1.C(=O)([O-])[O-].[Cs+].[Cs+].[N:20]([C:23]1[CH:28]=[C:27]([CH2:29][O:30][CH3:31])[N:26]=[CH:25][N:24]=1)=[C:21]=S.C(N=C=NC(C)C)(C)C. The catalyst is CN(C)C=O. The product is [CH3:31][O:30][CH2:29][C:27]1[N:26]=[CH:25][N:24]=[C:23]([NH:20][C:21]2[O:13][C@:5]3([CH2:4][N:3]=2)[CH:10]2[CH2:9][CH2:8][N:7]([CH2:12][CH2:11]2)[CH2:6]3)[CH:28]=1. The yield is 0.340. (7) The reactants are C(OC([N:8]([CH3:84])[C@@H:9]([CH3:83])[C:10]([NH:12][C@@H:13]([C:79]([CH3:82])([CH3:81])[CH3:80])[C:14]([N:16]1[C@H:25]([C:26]([NH:28][C@@H:29]([CH2:33][C:34]2[CH:39]=[CH:38][CH:37]=[CH:36][CH:35]=2)[C:30](O)=[O:31])=[O:27])[CH2:24][C:23]2[C:18](=[CH:19][C:20]([C@H:40]3[CH2:44][C@@H:43]([C:45](=[O:57])[NH:46][C@H:47]4[C:56]5[C:51](=[CH:52][CH:53]=[CH:54][CH:55]=5)[CH2:50][CH2:49][CH2:48]4)[N:42]([C:58](=[O:78])[C@@H:59]([NH:64][C:65](=[O:77])[C@@H:66]([N:68]([C:70](OC(C)(C)C)=O)C)[CH3:67])[C:60]([CH3:63])([CH3:62])[CH3:61])[CH2:41]3)=[CH:21][CH:22]=2)[CH2:17]1)=[O:15])=[O:11])=O)(C)(C)C.[NH:85]1[CH2:90][CH2:89][O:88][CH2:87][CH2:86]1. No catalyst specified. The product is [CH3:82][C:79]([CH3:80])([CH3:81])[C@H:13]([NH:12][C:10](=[O:11])[C@@H:9]([NH:8][CH3:84])[CH3:83])[C:14]([N:16]1[C@H:25]([C:26]([NH:28][C@@H:29]([CH2:33][C:34]2[CH:35]=[CH:36][CH:37]=[CH:38][CH:39]=2)[C:30]([N:85]2[CH2:90][CH2:89][O:88][CH2:87][CH2:86]2)=[O:31])=[O:27])[CH2:24][C:23]2[C:18](=[CH:19][C:20]([C@H:40]3[CH2:44][C@@H:43]([C:45](=[O:57])[NH:46][C@H:47]4[C:56]5[C:51](=[CH:52][CH:53]=[CH:54][CH:55]=5)[CH2:50][CH2:49][CH2:48]4)[N:42]([C:58](=[O:78])[C@@H:59]([NH:64][C:65](=[O:77])[C@@H:66]([NH:68][CH3:70])[CH3:67])[C:60]([CH3:63])([CH3:62])[CH3:61])[CH2:41]3)=[CH:21][CH:22]=2)[CH2:17]1)=[O:15]. The yield is 0.370.